Dataset: NCI-60 drug combinations with 297,098 pairs across 59 cell lines. Task: Regression. Given two drug SMILES strings and cell line genomic features, predict the synergy score measuring deviation from expected non-interaction effect. (1) Drug 1: CC(C)(C#N)C1=CC(=CC(=C1)CN2C=NC=N2)C(C)(C)C#N. Drug 2: C1=NC(=NC(=O)N1C2C(C(C(O2)CO)O)O)N. Cell line: HCT-15. Synergy scores: CSS=10.2, Synergy_ZIP=-6.03, Synergy_Bliss=0.873, Synergy_Loewe=-1.30, Synergy_HSA=-0.226. (2) Drug 1: CCC(=C(C1=CC=CC=C1)C2=CC=C(C=C2)OCCN(C)C)C3=CC=CC=C3.C(C(=O)O)C(CC(=O)O)(C(=O)O)O. Drug 2: COC1=NC(=NC2=C1N=CN2C3C(C(C(O3)CO)O)O)N. Cell line: SR. Synergy scores: CSS=-2.30, Synergy_ZIP=1.98, Synergy_Bliss=4.05, Synergy_Loewe=-2.21, Synergy_HSA=-1.45. (3) Drug 1: C1CN1C2=NC(=NC(=N2)N3CC3)N4CC4. Drug 2: C1=CC(=CC=C1CC(C(=O)O)N)N(CCCl)CCCl.Cl. Cell line: CCRF-CEM. Synergy scores: CSS=79.6, Synergy_ZIP=0.373, Synergy_Bliss=0.266, Synergy_Loewe=0.714, Synergy_HSA=3.56. (4) Drug 1: CC12CCC(CC1=CCC3C2CCC4(C3CC=C4C5=CN=CC=C5)C)O. Drug 2: CC1C(C(CC(O1)OC2CC(CC3=C2C(=C4C(=C3O)C(=O)C5=C(C4=O)C(=CC=C5)OC)O)(C(=O)CO)O)N)O.Cl. Cell line: NCI-H226. Synergy scores: CSS=46.4, Synergy_ZIP=1.78, Synergy_Bliss=1.08, Synergy_Loewe=-32.4, Synergy_HSA=1.000. (5) Drug 1: CC1=C2C(C(=O)C3(C(CC4C(C3C(C(C2(C)C)(CC1OC(=O)C(C(C5=CC=CC=C5)NC(=O)OC(C)(C)C)O)O)OC(=O)C6=CC=CC=C6)(CO4)OC(=O)C)OC)C)OC. Drug 2: CN(CCCl)CCCl.Cl. Cell line: HCT-15. Synergy scores: CSS=52.1, Synergy_ZIP=-4.63, Synergy_Bliss=-6.95, Synergy_Loewe=-20.1, Synergy_HSA=-7.24. (6) Drug 1: C1CN1P(=S)(N2CC2)N3CC3. Drug 2: COCCOC1=C(C=C2C(=C1)C(=NC=N2)NC3=CC=CC(=C3)C#C)OCCOC.Cl. Cell line: M14. Synergy scores: CSS=14.1, Synergy_ZIP=-1.97, Synergy_Bliss=1.20, Synergy_Loewe=-1.04, Synergy_HSA=-0.969.